The task is: Predict which catalyst facilitates the given reaction.. This data is from Catalyst prediction with 721,799 reactions and 888 catalyst types from USPTO. Reactant: [Cl:1][C:2]1[C:7]([Cl:8])=[CH:6][CH:5]=[CH:4][C:3]=1[S:9][CH2:10][C@H:11]([N:15]1[CH:19]=[C:18]([C:20]([O:22]CC)=O)[N:17]=[CH:16]1)[C@@H:12]([OH:14])[CH3:13].[OH-].[NH4+:26]. Product: [Cl:1][C:2]1[C:7]([Cl:8])=[CH:6][CH:5]=[CH:4][C:3]=1[S:9][CH2:10][C@H:11]([N:15]1[CH:19]=[C:18]([C:20]([NH2:26])=[O:22])[N:17]=[CH:16]1)[C@@H:12]([OH:14])[CH3:13]. The catalyst class is: 57.